Dataset: CYP1A2 inhibition data for predicting drug metabolism from PubChem BioAssay. Task: Regression/Classification. Given a drug SMILES string, predict its absorption, distribution, metabolism, or excretion properties. Task type varies by dataset: regression for continuous measurements (e.g., permeability, clearance, half-life) or binary classification for categorical outcomes (e.g., BBB penetration, CYP inhibition). Dataset: cyp1a2_veith. (1) The drug is CCC(C)[C@H](NC(=O)OC(C)(C)C)c1nnc(SCc2c(C)[nH]c(=O)[nH]c2=O)o1. The result is 0 (non-inhibitor). (2) The molecule is COc1ccn(C)c(=O)c1C#N. The result is 0 (non-inhibitor). (3) The molecule is ClC(Cl)(Cl)C(N1CCN(c2ccccc2)CC1)N1CCN(c2ccccc2)CC1. The result is 0 (non-inhibitor). (4) The drug is CCC(C)[C@H](NC(=O)NC1CCN(Cc2ccccc2)CC1)C(=O)OC. The result is 0 (non-inhibitor).